From a dataset of Reaction yield outcomes from USPTO patents with 853,638 reactions. Predict the reaction yield, written as a fraction of the theoretical maximum amount of product (1.0 means a 100% yield; for example, 0.34 means a 34% yield). (1) The reactants are [Cl:1][C:2]1[CH:7]=[CH:6][CH:5]=[CH:4][C:3]=1/[CH:8]=[CH:9]/[CH3:10].CC[C@H]1[C@H]2C[C@H]([C@H](OC3C4C(=CC=CC=4)C(O[C@H](C4C=CN=C5C=4C=C(OC)C=C5)[C@@H]4N5C[C@H](CC)[C@@H](CC5)C4)=NN=3)C3C=CN=C4C=3C=C([O:32]C)C=C4)N(CC2)C1.CC(O)(C)C.[OH2:74]. No catalyst specified. The product is [Cl:1][C:2]1[CH:7]=[CH:6][CH:5]=[CH:4][C:3]=1[C@H:8]([OH:32])[C@@H:9]([OH:74])[CH3:10]. The yield is 0.900. (2) The reactants are COCCN(S(F)(F)[F:11])CCOC.[Br:14][C:15]1[CH:20]=[CH:19][C:18]([CH:21](O)[C:22]([O:24][CH3:25])=[O:23])=[CH:17][CH:16]=1.C(=O)([O-])O.[Na+]. The catalyst is C(Cl)Cl. The product is [Br:14][C:15]1[CH:20]=[CH:19][C:18]([CH:21]([F:11])[C:22]([O:24][CH3:25])=[O:23])=[CH:17][CH:16]=1. The yield is 0.720.